The task is: Predict the product of the given reaction.. This data is from Forward reaction prediction with 1.9M reactions from USPTO patents (1976-2016). (1) Given the reactants [C:1]1([CH2:7][CH2:8][CH2:9][CH:10]([NH:20][C:21]([CH:23]2[CH2:28][CH2:27][CH2:26][CH2:25][NH:24]2)=[O:22])[CH2:11][CH2:12][CH2:13][C:14]2[CH:19]=[CH:18][CH:17]=[CH:16][CH:15]=2)[CH:6]=[CH:5][CH:4]=[CH:3][CH:2]=1.[C:29]([O:33][C:34]([N:36]1[CH2:41][CH2:40][CH2:39][CH2:38][CH:37]1[C:42](O)=[O:43])=[O:35])([CH3:32])([CH3:31])[CH3:30].C(N(CC)C(C)C)(C)C.C1CN([P+](ON2N=NC3C=CC=CC2=3)(N2CCCC2)N2CCCC2)CC1.F[P-](F)(F)(F)(F)F, predict the reaction product. The product is: [C:1]1([CH2:7][CH2:8][CH2:9][CH:10]([NH:20][C:21]([CH:23]2[CH2:28][CH2:27][CH2:26][CH2:25][N:24]2[C:42]([CH:37]2[CH2:38][CH2:39][CH2:40][CH2:41][N:36]2[C:34]([O:33][C:29]([CH3:32])([CH3:31])[CH3:30])=[O:35])=[O:43])=[O:22])[CH2:11][CH2:12][CH2:13][C:14]2[CH:19]=[CH:18][CH:17]=[CH:16][CH:15]=2)[CH:2]=[CH:3][CH:4]=[CH:5][CH:6]=1. (2) Given the reactants [CH2:1]([CH:4]([CH2:33][CH2:34][CH3:35])[CH:5]=[C:6]([C:9]1[N:10]=[N:11][N:12](C(C2C=CC=CC=2)(C2C=CC=CC=2)C2C=CC=CC=2)[N:13]=1)[C:7]#[N:8])[CH2:2][CH3:3].CO.Cl, predict the reaction product. The product is: [CH2:33]([CH:4]([CH2:1][CH2:2][CH3:3])[CH2:5][CH:6]([C:9]1[NH:13][N:12]=[N:11][N:10]=1)[CH2:7][NH2:8])[CH2:34][CH3:35]. (3) Given the reactants [Cl:1][C:2]1[CH:7]=[CH:6][C:5]2[C:8]3([O:26][C:27](=[O:28])[C:4]=2[CH:3]=1)[CH:14](I)[CH2:13][NH:12][C:11](=[O:16])[C:10]1[S:17][C:18]([N:20]2[CH2:25][CH2:24][O:23][CH2:22][CH2:21]2)=[N:19][C:9]3=1.N(C(C)(C)C#N)=NC(C)(C)C#N.C([SnH](CCCC)CCCC)CCC, predict the reaction product. The product is: [Cl:1][C:2]1[CH:7]=[CH:6][C:5]2[C:8]3([O:26][C:27](=[O:28])[C:4]=2[CH:3]=1)[CH2:14][CH2:13][NH:12][C:11](=[O:16])[C:10]1[S:17][C:18]([N:20]2[CH2:21][CH2:22][O:23][CH2:24][CH2:25]2)=[N:19][C:9]3=1. (4) Given the reactants [CH3:1][C:2]([CH3:39])([C@H:4]([N:7]([C:20](=[O:38])[C:21]1[CH:26]=[CH:25][C:24]([CH:27]=O)=[C:23]([B:29]2OC(C)(C)C(C)(C)[O:30]2)[CH:22]=1)[NH:8][C:9](=[O:19])[C:10]1[CH:15]=[CH:14][CH:13]=[C:12]([O:16][CH3:17])[C:11]=1[CH3:18])[CH2:5][CH3:6])[CH3:3].[CH3:40][NH:41][NH2:42], predict the reaction product. The product is: [CH3:1][C:2]([CH3:39])([C@H:4]([N:7]([C:20]([C:21]1[CH:26]=[CH:25][C:24]2[CH:27]=[N:42][N:41]([CH3:40])[B:29]([OH:30])[C:23]=2[CH:22]=1)=[O:38])[NH:8][C:9](=[O:19])[C:10]1[CH:15]=[CH:14][CH:13]=[C:12]([O:16][CH3:17])[C:11]=1[CH3:18])[CH2:5][CH3:6])[CH3:3]. (5) Given the reactants [O:1]=[C:2]1[NH:6][C:5]2[CH:7]=[C:8]([CH2:11][C:12]([OH:14])=O)[CH:9]=[CH:10][C:4]=2[S:3]1.CCN=C=NCCCN(C)C.C1C=CC2N(O)N=NC=2C=1.[C:36]([C:38]1[CH:39]=[C:40]([C@H:44]([NH:52][CH3:53])[CH2:45][N:46]2[CH2:50][CH2:49][C@H:48]([OH:51])[CH2:47]2)[CH:41]=[CH:42][CH:43]=1)#[CH:37], predict the reaction product. The product is: [C:36]([C:38]1[CH:39]=[C:40]([C@H:44]([N:52]([CH3:53])[C:12](=[O:14])[CH2:11][C:8]2[CH:9]=[CH:10][C:4]3[S:3][C:2](=[O:1])[NH:6][C:5]=3[CH:7]=2)[CH2:45][N:46]2[CH2:50][CH2:49][C@H:48]([OH:51])[CH2:47]2)[CH:41]=[CH:42][CH:43]=1)#[CH:37]. (6) Given the reactants [C:1]([O:5][C:6]([N:8]([CH2:17][CH:18]=[CH2:19])[CH:9]([CH2:14][CH:15]=[CH2:16])[C:10](OC)=[O:11])=[O:7])([CH3:4])([CH3:3])[CH3:2].O1CCCC1.[H-].C([Al+]CC(C)C)C(C)C.C1(C)C=CC=CC=1, predict the reaction product. The product is: [OH:11][CH2:10][CH:9]([N:8]([CH2:17][CH:18]=[CH2:19])[C:6](=[O:7])[O:5][C:1]([CH3:2])([CH3:3])[CH3:4])[CH2:14][CH:15]=[CH2:16]. (7) Given the reactants [Si:1]([O:8][C@@H:9]([CH2:13][O:14][CH3:15])[C:10]([OH:12])=O)([C:4]([CH3:7])([CH3:6])[CH3:5])([CH3:3])[CH3:2].[CH3:16][C:17]1[N:18]=[CH:19][C:20]([NH2:23])=[N:21][CH:22]=1, predict the reaction product. The product is: [Si:1]([O:8][C@@H:9]([CH2:13][O:14][CH3:15])[C:10]([NH:23][C:20]1[CH:19]=[N:18][C:17]([CH3:16])=[CH:22][N:21]=1)=[O:12])([C:4]([CH3:5])([CH3:6])[CH3:7])([CH3:2])[CH3:3]. (8) Given the reactants [C:1]([O:5][C:6](=[O:25])[NH:7][C:8]1[CH:13]=[C:12]([O:14][CH2:15][C:16]([F:19])([F:18])[F:17])[C:11]([C:20]([F:23])([F:22])[F:21])=[CH:10][C:9]=1[NH2:24])([CH3:4])([CH3:3])[CH3:2].C([O:30][C:31](=O)[CH2:32][C:33]([C:35]1[CH:40]=[CH:39][CH:38]=[C:37]([C:41]2[CH:46]=[CH:45][N:44]=[C:43]([CH:47]([CH3:49])[CH3:48])[CH:42]=2)[CH:36]=1)=[O:34])(C)(C)C, predict the reaction product. The product is: [C:1]([O:5][C:6](=[O:25])[NH:7][C:8]1[CH:13]=[C:12]([O:14][CH2:15][C:16]([F:18])([F:17])[F:19])[C:11]([C:20]([F:22])([F:23])[F:21])=[CH:10][C:9]=1[NH:24][C:31](=[O:30])[CH2:32][C:33]([C:35]1[CH:40]=[CH:39][CH:38]=[C:37]([C:41]2[CH:46]=[CH:45][N:44]=[C:43]([CH:47]([CH3:48])[CH3:49])[CH:42]=2)[CH:36]=1)=[O:34])([CH3:4])([CH3:2])[CH3:3].